This data is from Forward reaction prediction with 1.9M reactions from USPTO patents (1976-2016). The task is: Predict the product of the given reaction. (1) Given the reactants [CH3:1][O:2][C:3]1[CH:4]=[C:5]([OH:13])[C:6](=[CH:11][CH:12]=1)[C:7]([O:9][CH3:10])=[O:8].C([O-])([O-])=O.[K+].[K+].[C:20]([O:24][C:25]([NH:27][CH2:28][CH2:29][CH2:30]Br)=[O:26])([CH3:23])([CH3:22])[CH3:21].[I-].[K+], predict the reaction product. The product is: [C:20]([O:24][C:25]([NH:27][CH2:28][CH2:29][CH2:30][O:13][C:5]1[CH:4]=[C:3]([O:2][CH3:1])[CH:12]=[CH:11][C:6]=1[C:7]([O:9][CH3:10])=[O:8])=[O:26])([CH3:23])([CH3:22])[CH3:21]. (2) Given the reactants C[O-].[Na+].[F:4][C:5]([F:11])([F:10])[C:6](OC)=O.[C:12]([C:15]1[S:19][C:18]([CH3:20])=[N:17][C:16]=1[CH3:21])(=O)[CH3:13].[N+:22]([C:25]1[CH:30]=[CH:29][C:28]([NH:31][NH2:32])=[CH:27][CH:26]=1)([O-])=O.Cl, predict the reaction product. The product is: [CH3:20][C:18]1[S:19][C:15]([C:12]2[CH:13]=[C:6]([C:5]([F:11])([F:10])[F:4])[N:31]([C:28]3[CH:29]=[CH:30][C:25]([NH2:22])=[CH:26][CH:27]=3)[N:32]=2)=[C:16]([CH3:21])[N:17]=1.